From a dataset of Full USPTO retrosynthesis dataset with 1.9M reactions from patents (1976-2016). Predict the reactants needed to synthesize the given product. (1) Given the product [CH2:8]([C:13]1[CH:18]=[CH:17][C:16]([C:19]2[N:2]([CH3:1])[N:3]=[C:4]([C:5](=[O:7])[CH3:6])[C:20]=2[OH:21])=[CH:15][CH:14]=1)[CH2:9][CH2:10][CH2:11][CH3:12], predict the reactants needed to synthesize it. The reactants are: [CH3:1][NH:2][N:3]=[CH:4][C:5](=[O:7])[CH3:6].[CH2:8]([C:13]1[CH:18]=[CH:17][C:16]([C:19](=O)[CH:20]=[O:21])=[CH:15][CH:14]=1)[CH2:9][CH2:10][CH2:11][CH3:12]. (2) Given the product [F:1][C:2]1[CH:3]=[CH:4][C:5]([O:23][C:24]2[CH:29]=[CH:28][CH:27]=[CH:26][CH:25]=2)=[C:6]([CH:22]=1)[CH2:7][O:8][C:9]12[CH2:15][C:12]([CH2:16][CH2:17][CH2:18][C:19]([NH:34][S:31]([CH3:30])(=[O:33])=[O:32])=[O:20])([CH2:13][CH2:14]1)[CH2:11][CH2:10]2, predict the reactants needed to synthesize it. The reactants are: [F:1][C:2]1[CH:3]=[CH:4][C:5]([O:23][C:24]2[CH:29]=[CH:28][CH:27]=[CH:26][CH:25]=2)=[C:6]([CH:22]=1)[CH2:7][O:8][C:9]12[CH2:15][C:12]([CH2:16][CH2:17][CH2:18][C:19](O)=[O:20])([CH2:13][CH2:14]1)[CH2:11][CH2:10]2.[CH3:30][S:31]([NH2:34])(=[O:33])=[O:32].C(Cl)CCl. (3) Given the product [OH:8][C:9]1[CH:10]=[CH:11][C:12]([CH2:13][C:14]2[C:22]3[C:21]([NH:46][C@@H:48]4[CH2:53][CH2:52][CH2:56][N:55]([C:57](=[O:58])[C:42]([CH3:43])=[CH2:44])[CH2:54]4)=[N:20][CH:19]=[N:18][C:17]=3[NH:16][CH:15]=2)=[CH:24][CH:25]=1, predict the reactants needed to synthesize it. The reactants are: C([O:8][C:9]1[CH:25]=[CH:24][C:12]([CH2:13][C:14]2[C:22]3[C:21](Cl)=[N:20][CH:19]=[N:18][C:17]=3[NH:16][CH:15]=2)=[CH:11][CH:10]=1)C1C=CC=CC=1.C(O)(=O)/C=C/C.C(Cl)CCl.CCN([CH:42]([CH3:44])[CH3:43])C(C)C.C[N:46]([C:48]1C=CN=[CH:52][CH:53]=1)C.[CH3:54][N:55]([CH:57]=[O:58])[CH3:56]. (4) Given the product [NH:1]1[C:9]2[C:4](=[N:5][CH:6]=[CH:7][CH:8]=2)[C:3]([C@H:10]2[CH2:14][CH2:13][N:12]([C:15]([O:17][C:18]([CH3:21])([CH3:20])[CH3:19])=[O:16])[CH2:11]2)=[CH:2]1.[NH:1]1[C:9]2[C:4](=[N:5][CH:6]=[CH:7][CH:8]=2)[C:3]([C@@H:10]2[CH2:14][CH2:13][N:12]([C:15]([O:17][C:18]([CH3:21])([CH3:20])[CH3:19])=[O:16])[CH2:11]2)=[CH:2]1, predict the reactants needed to synthesize it. The reactants are: [NH:1]1[C:9]2[C:4](=[N:5][CH:6]=[CH:7][CH:8]=2)[C:3]([CH:10]2[CH2:14][CH2:13][N:12]([C:15]([O:17][C:18]([CH3:21])([CH3:20])[CH3:19])=[O:16])[CH2:11]2)=[CH:2]1. (5) Given the product [Br:1][C:2]1[S:3][C:4]([Br:16])=[C:5]([C:10]2[CH:15]=[CH:14][CH:13]=[CH:12][CH:11]=2)[C:6]=1[C:7]([Cl:26])=[O:8], predict the reactants needed to synthesize it. The reactants are: [Br:1][C:2]1[S:3][C:4]([Br:16])=[C:5]([C:10]2[CH:15]=[CH:14][CH:13]=[CH:12][CH:11]=2)[C:6]=1[C:7](O)=[O:8].CN1C(=O)CCC1.S(Cl)([Cl:26])=O. (6) Given the product [CH2:24]([O:26][C:27](=[O:39])[CH2:28][C:29]1[CH:34]=[CH:33][C:32]([NH:35][C:36]([N:17]([C:16]2[N:8]([C:5]3[CH:6]=[CH:7][C:2]([Cl:1])=[CH:3][CH:4]=3)[N:9]=[C:10]3[C:15]=2[CH:14]=[CH:13][CH:12]=[CH:11]3)[CH:18]2[CH2:23][CH2:22][CH2:21][CH2:20][CH2:19]2)=[O:37])=[C:31]([Cl:38])[CH:30]=1)[CH3:25], predict the reactants needed to synthesize it. The reactants are: [Cl:1][C:2]1[CH:7]=[CH:6][C:5]([N:8]2[C:16]([NH:17][CH:18]3[CH2:23][CH2:22][CH2:21][CH2:20][CH2:19]3)=[C:15]3[C:10]([CH:11]=[CH:12][CH:13]=[CH:14]3)=[N:9]2)=[CH:4][CH:3]=1.[CH2:24]([O:26][C:27](=[O:39])[CH2:28][C:29]1[CH:34]=[CH:33][C:32]([N:35]=[C:36]=[O:37])=[C:31]([Cl:38])[CH:30]=1)[CH3:25].CCN(CC)CC. (7) Given the product [CH:23]([N:19]1[C:18]([C:12]2[CH:13]=[C:14]3[N:10]([C:9]4[CH:26]=[C:5]([CH:3]5[CH2:2][N:1]([CH2:28][CH2:27][S:29]([CH3:32])(=[O:31])=[O:30])[CH2:4]5)[CH:6]=[CH:7][C:8]=4[O:17][CH2:16][CH2:15]3)[N:11]=2)=[N:22][CH:21]=[N:20]1)([CH3:24])[CH3:25], predict the reactants needed to synthesize it. The reactants are: [NH:1]1[CH2:4][CH:3]([C:5]2[CH:6]=[CH:7][C:8]3[O:17][CH2:16][CH2:15][C:14]4[N:10]([N:11]=[C:12]([C:18]5[N:19]([CH:23]([CH3:25])[CH3:24])[N:20]=[CH:21][N:22]=5)[CH:13]=4)[C:9]=3[CH:26]=2)[CH2:2]1.[CH:27]([S:29]([CH:32]=C)(=[O:31])=[O:30])=[CH2:28].